The task is: Predict the product of the given reaction.. This data is from Forward reaction prediction with 1.9M reactions from USPTO patents (1976-2016). (1) Given the reactants C([BH-](CC)CC)C.[Li+].C1COCC1.[CH3:14][CH2:15][O:16][C:17]([C@@H:19]1[CH2:23][CH2:22][C:21](=O)[N:20]1[C:25]([O:27][C:28]([CH3:31])([CH3:30])[CH3:29])=[O:26])=[O:18].CCN(C(C)C)C(C)C.FC(F)(F)C(OC(=O)C(F)(F)F)=O, predict the reaction product. The product is: [CH3:14][CH2:15][O:16][C:17]([C@@H:19]1[CH2:23][CH:22]=[CH:21][N:20]1[C:25]([O:27][C:28]([CH3:29])([CH3:31])[CH3:30])=[O:26])=[O:18]. (2) Given the reactants [F:1][C:2]1[CH:32]=[CH:31][CH:30]=[C:29]([NH:33][C:34](=[O:55])[C@@H:35]([NH:50][C:51]([O:53][CH3:54])=[O:52])[C@@H:36]([C:43]2[CH:48]=[CH:47][C:46]([F:49])=[CH:45][CH:44]=2)[CH:37]2[CH2:42][CH2:41][O:40][CH2:39][CH2:38]2)[C:3]=1[CH2:4][CH2:5][C@@H:6]1[N:11]([S:12]([C:15]2[CH:20]=[CH:19][CH:18]=[CH:17][CH:16]=2)(=[O:14])=[O:13])[C@@H:10]([CH3:21])[CH2:9][N:8](C(OC(C)(C)C)=O)[CH2:7]1.FC(F)(F)C(O)=O, predict the reaction product. The product is: [F:1][C:2]1[C:3]([CH2:4][CH2:5][C@H:6]2[CH2:7][NH:8][CH2:9][C@H:10]([CH3:21])[N:11]2[S:12]([C:15]2[CH:16]=[CH:17][CH:18]=[CH:19][CH:20]=2)(=[O:14])=[O:13])=[C:29]([NH:33][C:34](=[O:55])[C@@H:35]([NH:50][C:51](=[O:52])[O:53][CH3:54])[C@@H:36]([C:43]2[CH:44]=[CH:45][C:46]([F:49])=[CH:47][CH:48]=2)[CH:37]2[CH2:42][CH2:41][O:40][CH2:39][CH2:38]2)[CH:30]=[CH:31][CH:32]=1. (3) Given the reactants [Cl:1][C:2]1[CH:7]=[C:6]([N+:8]([O-:10])=[O:9])[CH:5]=[C:4]([Cl:11])[C:3]=1F.[NH:13]1[CH:17]=[CH:16][CH:15]=[N:14]1.C(=O)([O-])[O-].[K+].[K+], predict the reaction product. The product is: [Cl:1][C:2]1[CH:7]=[C:6]([N+:8]([O-:10])=[O:9])[CH:5]=[C:4]([Cl:11])[C:3]=1[N:13]1[CH:17]=[CH:16][CH:15]=[N:14]1. (4) Given the reactants [O:1]=[CH:2][C@@H:3]([C@@H:5]([C@H:7]([C@H:9]([CH3:11])[OH:10])[OH:8])[OH:6])[OH:4].C(=O)([O-])[O-].[Ca+2].[H][H], predict the reaction product. The product is: [CH2:2]([OH:1])[C@@H:3]([C@@H:5]([C@H:7]([C@H:9]([CH3:11])[OH:10])[OH:8])[OH:6])[OH:4]. (5) Given the reactants [Br:1][C:2]1[CH:7]=[CH:6][C:5]([CH:8](O)[CH3:9])=[CH:4][CH:3]=1.C(Cl)[Cl:12].O, predict the reaction product. The product is: [Br:1][C:2]1[CH:7]=[CH:6][C:5]([CH:8]([Cl:12])[CH3:9])=[CH:4][CH:3]=1. (6) Given the reactants [CH3:1][C:2](=[CH:4][CH2:5][CH2:6][C@H:7]([CH2:9][CH:10]=[O:11])[CH3:8])[CH3:3].C(=O)([O-])[O-].[Na+].[Na+].[H][H], predict the reaction product. The product is: [CH3:1][C:2](=[CH:4][CH2:5][CH2:6][C@@H:7]([CH2:9][CH2:10][OH:11])[CH3:8])[CH3:3]. (7) Given the reactants O[C:2]1[CH:7]=[CH:6][C:5]([CH:8]2[CH2:13][CH2:12][C:11](=[O:14])[CH2:10][CH2:9]2)=[CH:4][CH:3]=1.[C:15]1([NH:21][CH2:22][CH2:23][NH2:24])[CH:20]=[CH:19][CH:18]=[CH:17][CH:16]=1.[BH4-].[Na+], predict the reaction product. The product is: [C:15]1([NH:21][CH2:22][CH2:23][NH:24][C@H:2]2[CH2:7][CH2:6][C@H:5]([C:8]3[CH:13]=[CH:12][C:11]([OH:14])=[CH:10][CH:9]=3)[CH2:4][CH2:3]2)[CH:20]=[CH:19][CH:18]=[CH:17][CH:16]=1.